Dataset: Catalyst prediction with 721,799 reactions and 888 catalyst types from USPTO. Task: Predict which catalyst facilitates the given reaction. (1) Reactant: C(OC([N:8]1[CH2:15][CH:14]2[CH:10]([CH2:11][N:12]([CH2:16][C:17]3[S:25][C:24]4[C:23]([N:26]5[CH2:31][CH2:30][O:29][CH2:28][CH2:27]5)=[N:22][C:21]([Cl:32])=[N:20][C:19]=4[CH:18]=3)[CH2:13]2)[CH2:9]1)=O)(C)(C)C.C(O)(C(F)(F)F)=O. Product: [Cl:32][C:21]1[N:22]=[C:23]([N:26]2[CH2:27][CH2:28][O:29][CH2:30][CH2:31]2)[C:24]2[S:25][C:17]([CH2:16][N:12]3[CH2:13][CH:14]4[CH:10]([CH2:9][NH:8][CH2:15]4)[CH2:11]3)=[CH:18][C:19]=2[N:20]=1. The catalyst class is: 2. (2) Reactant: CS(C)=O.[CH3:5][CH:6]1[CH2:11][NH:10][CH2:9][CH2:8][NH:7]1.[CH:12]1([N:15]2[C:24]3[C:19](=[CH:20][C:21]([F:28])=[C:22](F)[C:23]=3[O:25][CH3:26])[C:18](=[O:29])[C:17]([C:30]([OH:32])=[O:31])=[CH:16]2)[CH2:14][CH2:13]1. Product: [CH3:5][CH:6]1[NH:7][CH2:8][CH2:9][N:10]([C:22]2[C:23]([O:25][CH3:26])=[C:24]3[N:15]([CH:12]4[CH2:13][CH2:14]4)[CH:16]=[C:17]([C:30]([OH:32])=[O:31])[C:18](=[O:29])[C:19]3=[CH:20][C:21]=2[F:28])[CH2:11]1. The catalyst class is: 6. (3) Reactant: C(=O)([O-])[O-].[K+].[K+].Cl.[NH2:8]O.[CH3:10][O:11][C:12]1[CH:17]=[CH:16][C:15](/[C:18](/[CH:21]=O)=[CH:19]/[OH:20])=[CH:14][CH:13]=1. Product: [CH3:10][O:11][C:12]1[CH:17]=[CH:16][C:15]([C:18]2[CH:21]=[N:8][O:20][CH:19]=2)=[CH:14][CH:13]=1. The catalyst class is: 8. (4) Reactant: [Cl:1][C:2]1[C:7]([O:8][C:9]2[CH:14]=[CH:13][CH:12]=[CH:11][C:10]=2[N+:15]([O-:17])=[O:16])=[CH:6][C:5]([N:18]2[C:23](=[O:24])[CH:22]=[C:21]([C:25]([F:28])([F:27])[F:26])[NH:20][C:19]2=O)=[C:4]([F:30])[CH:3]=1.P(Cl)(Cl)([Cl:33])=O.C(N(CC)CC)C.C1(C)C=CC=CC=1. Product: [Cl:33][C:19]1[N:18]([C:5]2[CH:6]=[C:7]([O:8][C:9]3[CH:14]=[CH:13][CH:12]=[CH:11][C:10]=3[N+:15]([O-:17])=[O:16])[C:2]([Cl:1])=[CH:3][C:4]=2[F:30])[C:23](=[O:24])[CH:22]=[C:21]([C:25]([F:27])([F:26])[F:28])[N:20]=1. The catalyst class is: 6. (5) Reactant: C[O:2][C:3]([C:5]1[O:6][C:7]2[C:12]([C:13](=[O:23])[C:14]=1[C:15]1[CH:20]=[CH:19][C:18]([O:21][CH3:22])=[CH:17][CH:16]=1)=[CH:11][C:10]([Cl:24])=[C:9]([OH:25])[CH:8]=2)=[O:4].C([O-])(O)=O.[Na+]. Product: [Cl:24][C:10]1[CH:11]=[C:12]2[C:7](=[CH:8][C:9]=1[OH:25])[O:6][C:5]([C:3]([OH:4])=[O:2])=[C:14]([C:15]1[CH:16]=[CH:17][C:18]([O:21][CH3:22])=[CH:19][CH:20]=1)[C:13]2=[O:23]. The catalyst class is: 5. (6) Reactant: [Br:1][C:2]1[CH:7]=[CH:6][C:5]([C:8]2[C:9]([C:15](OC)=[O:16])=[CH:10][CH:11]=[CH:12][C:13]=2[CH3:14])=[CH:4][C:3]=1[CH3:19].[H-].C([Al+]CC(C)C)C(C)C. Product: [Br:1][C:2]1[CH:7]=[CH:6][C:5]([C:8]2[C:13]([CH3:14])=[CH:12][CH:11]=[CH:10][C:9]=2[CH2:15][OH:16])=[CH:4][C:3]=1[CH3:19]. The catalyst class is: 4. (7) Reactant: [CH2:1]([S:3]([CH2:6][CH2:7][O:8][C:9]1[CH:14]=[C:13]([CH3:15])[C:12]([C:16]2[CH:21]=[CH:20][CH:19]=[C:18]([CH2:22][O:23][C:24]3[CH:29]=[CH:28][C:27]([CH2:30][CH2:31][C:32]([O:34]C(C)(C)C)=[O:33])=[CH:26][CH:25]=3)[CH:17]=2)=[C:11]([CH3:39])[CH:10]=1)(=[O:5])=[O:4])[CH3:2].FC(F)(F)C(O)=O. Product: [CH2:1]([S:3]([CH2:6][CH2:7][O:8][C:9]1[CH:14]=[C:13]([CH3:15])[C:12]([C:16]2[CH:21]=[CH:20][CH:19]=[C:18]([CH2:22][O:23][C:24]3[CH:29]=[CH:28][C:27]([CH2:30][CH2:31][C:32]([OH:34])=[O:33])=[CH:26][CH:25]=3)[CH:17]=2)=[C:11]([CH3:39])[CH:10]=1)(=[O:5])=[O:4])[CH3:2]. The catalyst class is: 11.